This data is from Peptide-MHC class II binding affinity with 134,281 pairs from IEDB. The task is: Regression. Given a peptide amino acid sequence and an MHC pseudo amino acid sequence, predict their binding affinity value. This is MHC class II binding data. (1) The peptide sequence is RKKYFAATQFEPLAA. The MHC is HLA-DQA10401-DQB10402 with pseudo-sequence HLA-DQA10401-DQB10402. The binding affinity (normalized) is 0.548. (2) The peptide sequence is AVLVATNFFGINTIP. The MHC is DRB1_1602 with pseudo-sequence DRB1_1602. The binding affinity (normalized) is 0.240.